Predict which catalyst facilitates the given reaction. From a dataset of Catalyst prediction with 721,799 reactions and 888 catalyst types from USPTO. (1) Reactant: [CH3:1][C:2]1[CH:3]=[C:4]([C:27]#[N:28])[CH:5]=[C:6]([CH3:26])[C:7]=1[O:8][C:9]1[N:14]=[C:13]([NH:15][C:16]2[CH:17]=[CH:18][C:19]([C:22]#[N:23])=[CH:20][CH:21]=2)[N:12]=[C:11]([NH2:24])[C:10]=1[Br:25].S(C1C=CC(C)=CC=1)([O-])(=O)=O.[OH-].[Na+].O. Product: [NH2:24][C:11]1[N:12]=[C:13]([NH:15][C:16]2[CH:21]=[CH:20][C:19]([C:22]#[N:23])=[CH:18][CH:17]=2)[N:14]=[C:9]([O:8][C:7]2[C:6]([CH3:26])=[CH:5][C:4]([C:27]#[N:28])=[CH:3][C:2]=2[CH3:1])[C:10]=1[Br:25]. The catalyst class is: 21. (2) Reactant: C(=O)([O-])[O-].[Sr+2:5].[C:6]([OH:18])(=[O:17])[CH2:7][NH:8][C:9]([C:11]1[CH:16]=[CH:15][CH:14]=[CH:13][CH:12]=1)=[O:10]. Product: [C:6]([O-:18])(=[O:17])[CH2:7][NH:8][C:9]([C:11]1[CH:12]=[CH:13][CH:14]=[CH:15][CH:16]=1)=[O:10].[Sr+2:5].[C:6]([O-:18])(=[O:17])[CH2:7][NH:8][C:9]([C:11]1[CH:12]=[CH:13][CH:14]=[CH:15][CH:16]=1)=[O:10]. The catalyst class is: 6. (3) Reactant: [C:1]1([N:7]([C:16]2[CH:21]=[CH:20][CH:19]=[CH:18][CH:17]=2)[C:8]2[CH:15]=[CH:14][C:11]([CH:12]=O)=[CH:10][CH:9]=2)[CH:6]=[CH:5][CH:4]=[CH:3][CH:2]=1.[CH3:22][C:23]([CH3:26])([O-])[CH3:24].[K+]. Product: [C:1]1([N:7]([C:16]2[CH:21]=[CH:20][CH:19]=[CH:18][CH:17]=2)[C:8]2[CH:15]=[CH:14][C:11]([CH:12]=[CH:22][C:23]3[CH:26]=[CH:14][C:11]([CH:10]=[CH2:9])=[CH:12][CH:24]=3)=[CH:10][CH:9]=2)[CH:6]=[CH:5][CH:4]=[CH:3][CH:2]=1. The catalyst class is: 188. (4) Reactant: [CH3:13][C:12]([O:11][C:9](O[C:9]([O:11][C:12]([CH3:15])([CH3:14])[CH3:13])=[O:10])=[O:10])([CH3:15])[CH3:14].[CH2:16]([N:23]1[CH2:28][CH2:27][CH:26]([NH:29][CH3:30])[CH2:25][CH2:24]1)[C:17]1[CH:22]=[CH:21][CH:20]=[CH:19][CH:18]=1. Product: [CH2:16]([N:23]1[CH2:28][CH2:27][CH:26]([N:29]([CH3:30])[C:9](=[O:10])[O:11][C:12]([CH3:13])([CH3:14])[CH3:15])[CH2:25][CH2:24]1)[C:17]1[CH:18]=[CH:19][CH:20]=[CH:21][CH:22]=1. The catalyst class is: 2. (5) Reactant: [NH2:1][C:2]1[N:10]=[CH:9][N:8]=[C:7]2[C:3]=1[N:4]([C:27]1[CH:32]=[CH:31][C:30]([O:33][C:34]3[CH:39]=[CH:38][CH:37]=[CH:36][CH:35]=3)=[CH:29][CH:28]=1)[C:5](=[O:26])[N:6]2[C:11]1[CH:12]=[C:13]([N:17](C)[C:18](=O)OC(C)(C)C)[CH:14]=[CH:15][CH:16]=1.C(O)(C(F)(F)F)=O. The catalyst class is: 2. Product: [NH2:1][C:2]1[N:10]=[CH:9][N:8]=[C:7]2[C:3]=1[N:4]([C:27]1[CH:32]=[CH:31][C:30]([O:33][C:34]3[CH:35]=[CH:36][CH:37]=[CH:38][CH:39]=3)=[CH:29][CH:28]=1)[C:5](=[O:26])[N:6]2[C:11]1[CH:16]=[CH:15][CH:14]=[C:13]([NH:17][CH3:18])[CH:12]=1. (6) Reactant: [NH2:1][C:2]1[CH:7]=[CH:6][CH:5]=[C:4](Br)[N:3]=1.[S:9]1[CH:13]=[CH:12][C:11](B(O)O)=[CH:10]1.P([O-])([O-])([O-])=O.[K+].[K+].[K+]. Product: [S:9]1[CH:13]=[CH:12][C:11]([C:4]2[N:3]=[C:2]([NH2:1])[CH:7]=[CH:6][CH:5]=2)=[CH:10]1. The catalyst class is: 75. (7) Reactant: [Li]C(C)(C)C.[CH3:6][CH2:7][CH2:8][CH2:9][CH3:10].BrC1C=[N:14][C:15](=[CH:17]N(C)C)[CH:16]=1.ICCC.C([O-])(O)=[O:26].[Na+]. Product: [CH2:8]([C:9]1[CH:17]=[C:15]([CH:16]=[O:26])[NH:14][CH:10]=1)[CH2:7][CH3:6]. The catalyst class is: 677.